Dataset: Peptide-MHC class I binding affinity with 185,985 pairs from IEDB/IMGT. Task: Regression. Given a peptide amino acid sequence and an MHC pseudo amino acid sequence, predict their binding affinity value. This is MHC class I binding data. (1) The peptide sequence is MLLALIAVL. The MHC is HLA-B08:01 with pseudo-sequence HLA-B08:01. The binding affinity (normalized) is 0.327. (2) The peptide sequence is VRRAIRGEQL. The MHC is HLA-B27:05 with pseudo-sequence HLA-B27:05. The binding affinity (normalized) is 0.487. (3) The peptide sequence is EEILGTVSW. The MHC is HLA-B40:01 with pseudo-sequence HLA-B40:01. The binding affinity (normalized) is 0.257. (4) The peptide sequence is ILDNLRCHSA. The MHC is HLA-A68:02 with pseudo-sequence HLA-A68:02. The binding affinity (normalized) is 0.126.